Dataset: Catalyst prediction with 721,799 reactions and 888 catalyst types from USPTO. Task: Predict which catalyst facilitates the given reaction. (1) Reactant: [N:1]1([C:7]2[C:15]3[C:10](=[CH:11][C:12]([C:16]([OH:18])=O)=[CH:13][CH:14]=3)[N:9]([C:19]3[CH:23]=[CH:22][S:21][CH:20]=3)[N:8]=2)[CH2:6][CH2:5][O:4][CH2:3][CH2:2]1.Cl.[CH3:25][C:26]1[N:30]=[C:29]([C@H:31]([NH2:33])[CH3:32])[O:28][N:27]=1.CN1CCOCC1.ON1C2N=CC=CC=2N=N1. Product: [CH3:25][C:26]1[N:30]=[C:29]([C@H:31]([NH:33][C:16]([C:12]2[CH:11]=[C:10]3[C:15]([C:7]([N:1]4[CH2:2][CH2:3][O:4][CH2:5][CH2:6]4)=[N:8][N:9]3[C:19]3[CH:23]=[CH:22][S:21][CH:20]=3)=[CH:14][CH:13]=2)=[O:18])[CH3:32])[O:28][N:27]=1. The catalyst class is: 9. (2) Reactant: Cl.[NH2:2][CH:3]([C@H:9]([CH2:17]C)[CH2:10][CH:11]([CH3:16])[CH2:12][CH2:13][CH:14]=[CH2:15])[C:4]([O:6][CH2:7][CH3:8])=[O:5].C(N(CC)C(C)C)(C)C.[CH3:28][C:29]([O:32][C:33](O[C:33]([O:32][C:29]([CH3:31])([CH3:30])[CH3:28])=[O:34])=[O:34])([CH3:31])[CH3:30]. Product: [C:29]([O:32][C:33]([NH:2][CH:3]([C@H:9]([CH3:17])[CH2:10][CH:11]([CH3:16])[CH2:12][CH2:13][CH:14]=[CH2:15])[C:4]([O:6][CH2:7][CH3:8])=[O:5])=[O:34])([CH3:31])([CH3:30])[CH3:28]. The catalyst class is: 2. (3) Reactant: [CH:1]1([C:7]([C:9]2[NH:10][CH:11]=[CH:12][CH:13]=2)=[O:8])[CH2:6][CH2:5][CH2:4][CH2:3][CH2:2]1.[H-].[Na+].[CH3:16]I. Product: [CH:1]1([C:7]([C:9]2[N:10]([CH3:16])[CH:11]=[CH:12][CH:13]=2)=[O:8])[CH2:2][CH2:3][CH2:4][CH2:5][CH2:6]1. The catalyst class is: 3. (4) Reactant: [CH2:1]([N:3]1[CH2:8][CH2:7][C:6]([S:16]([C:19]2[CH:24]=[CH:23][C:22]([C:25]3[CH:30]=[CH:29][C:28]([O:31][C:32]([F:37])([F:36])[CH:33]([F:35])[F:34])=[CH:27][CH:26]=3)=[CH:21][CH:20]=2)(=[O:18])=[O:17])([C:9]([O:11]C(C)(C)C)=[O:10])[CH2:5][CH2:4]1)[CH3:2].[ClH:38]. Product: [ClH:38].[CH2:1]([N:3]1[CH2:8][CH2:7][C:6]([S:16]([C:19]2[CH:20]=[CH:21][C:22]([C:25]3[CH:30]=[CH:29][C:28]([O:31][C:32]([F:37])([F:36])[CH:33]([F:35])[F:34])=[CH:27][CH:26]=3)=[CH:23][CH:24]=2)(=[O:18])=[O:17])([C:9]([OH:11])=[O:10])[CH2:5][CH2:4]1)[CH3:2]. The catalyst class is: 12. (5) Reactant: [CH:1]([O:4][C:5]([N:7]1[CH2:12][CH2:11][CH:10]([CH2:13][O:14][C:15]2[CH:16]=[N:17][C:18](Br)=[CH:19][CH:20]=2)[CH2:9][CH2:8]1)=[O:6])([CH3:3])[CH3:2].[C:22]([O:26][C:27](=[O:54])[NH:28][C@@H:29]([CH2:37][C:38]1[CH:43]=[CH:42][C:41](B2OC(C)(C)C(C)(C)O2)=[CH:40][C:39]=1[F:53])[C:30](=[O:36])[N:31]1[CH2:35][CH2:34][CH2:33][CH2:32]1)([CH3:25])([CH3:24])[CH3:23].CCN(C(C)C)C(C)C. Product: [CH:1]([O:4][C:5]([N:7]1[CH2:12][CH2:11][CH:10]([CH2:13][O:14][C:15]2[CH:16]=[N:17][C:18]([C:41]3[CH:42]=[CH:43][C:38]([CH2:37][C@H:29]([NH:28][C:27]([O:26][C:22]([CH3:24])([CH3:23])[CH3:25])=[O:54])[C:30](=[O:36])[N:31]4[CH2:35][CH2:34][CH2:33][CH2:32]4)=[C:39]([F:53])[CH:40]=3)=[CH:19][CH:20]=2)[CH2:9][CH2:8]1)=[O:6])([CH3:3])[CH3:2]. The catalyst class is: 303. (6) Reactant: [C:1]([O:4][C:5]1[CH:10]=[CH:9][C:8]([CH:11]2[CH:20](O)[C:19]3[C:14](=[CH:15][C:16]([O:22][C:23](=[O:25])[CH3:24])=[CH:17][CH:18]=3)[O:13][CH:12]2[CH:26]([CH3:28])[CH3:27])=[CH:7][CH:6]=1)(=[O:3])[CH3:2].P(=O)(O)(O)O.C(=O)([O-])O.[Na+]. Product: [C:1]([O:4][C:5]1[CH:10]=[CH:9][C:8]([C:11]2[CH:12]([CH:26]([CH3:28])[CH3:27])[O:13][C:14]3[C:19]([CH:20]=2)=[CH:18][CH:17]=[C:16]([O:22][C:23](=[O:25])[CH3:24])[CH:15]=3)=[CH:7][CH:6]=1)(=[O:3])[CH3:2]. The catalyst class is: 11. (7) Reactant: [CH:1]1([C:7]2([CH:17]3[CH2:22][CH2:21][CH2:20][CH2:19][CH2:18]3)[CH:11]3[CH2:12][NH:13][CH2:14][CH2:15][N:10]3[C:9](=[O:16])[O:8]2)[CH2:6][CH2:5][CH2:4][CH2:3][CH2:2]1.C(N(C(C)C)CC)(C)C.[C:32](Cl)(=[O:40])[O:33][C:34]1[CH:39]=[CH:38][CH:37]=[CH:36][CH:35]=1. Product: [CH:17]1([C:7]2([CH:1]3[CH2:6][CH2:5][CH2:4][CH2:3][CH2:2]3)[CH:11]3[CH2:12][N:13]([C:32]([O:33][C:34]4[CH:39]=[CH:38][CH:37]=[CH:36][CH:35]=4)=[O:40])[CH2:14][CH2:15][N:10]3[C:9](=[O:16])[O:8]2)[CH2:18][CH2:19][CH2:20][CH2:21][CH2:22]1. The catalyst class is: 7. (8) Reactant: [H-].[H-].[H-].[H-].[Li+].[Al+3].[Br:7][C:8]1[CH:20]=[N:19][C:11]2[NH:12][C:13](=O)[C@H:14]([CH3:17])[NH:15][CH2:16][C:10]=2[CH:9]=1. Product: [Br:7][C:8]1[CH:20]=[N:19][C:11]2[NH:12][CH2:13][C@H:14]([CH3:17])[NH:15][CH2:16][C:10]=2[CH:9]=1. The catalyst class is: 1. (9) Reactant: Cl[C:2]1[C:3]([C:16]2[CH:21]=[CH:20][C:19]([F:22])=[CH:18][CH:17]=2)=[N:4][C:5]2[C:10]([N:11]=1)=[CH:9][C:8]([C:12]([O:14][CH3:15])=[O:13])=[CH:7][CH:6]=2.CCN(C(C)C)C(C)C.[N:32]1[CH:37]=[CH:36][CH:35]=[CH:34][C:33]=1[CH2:38][NH2:39]. Product: [F:22][C:19]1[CH:20]=[CH:21][C:16]([C:3]2[C:2]([NH:39][CH2:38][C:33]3[CH:34]=[CH:35][CH:36]=[CH:37][N:32]=3)=[N:11][C:10]3[C:5](=[CH:6][CH:7]=[C:8]([C:12]([O:14][CH3:15])=[O:13])[CH:9]=3)[N:4]=2)=[CH:17][CH:18]=1. The catalyst class is: 16. (10) Reactant: Cl.[O:2]([NH2:4])[CH3:3].[Cl:5][C:6]1[CH:7]=[C:8]([S:13](Cl)(=[O:15])=[O:14])[CH:9]=[CH:10][C:11]=1[Cl:12].O. Product: [Cl:5][C:6]1[CH:7]=[C:8]([S:13]([NH:4][O:2][CH3:3])(=[O:14])=[O:15])[CH:9]=[CH:10][C:11]=1[Cl:12]. The catalyst class is: 17.